From a dataset of Peptide-MHC class I binding affinity with 185,985 pairs from IEDB/IMGT. Regression. Given a peptide amino acid sequence and an MHC pseudo amino acid sequence, predict their binding affinity value. This is MHC class I binding data. (1) The MHC is Patr-A0901 with pseudo-sequence Patr-A0901. The binding affinity (normalized) is 0.756. The peptide sequence is SFLVFFCFA. (2) The peptide sequence is EPFSRRHPL. The MHC is HLA-B40:01 with pseudo-sequence HLA-B40:01. The binding affinity (normalized) is 0.0847. (3) The peptide sequence is MEFWLVAAL. The MHC is HLA-B08:02 with pseudo-sequence HLA-B08:02. The binding affinity (normalized) is 0.0847. (4) The peptide sequence is SVDSDHLGY. The MHC is HLA-C04:01 with pseudo-sequence HLA-C04:01. The binding affinity (normalized) is 0.213. (5) The peptide sequence is AVFIHNFKRK. The MHC is HLA-B53:01 with pseudo-sequence HLA-B53:01. The binding affinity (normalized) is 0. (6) The peptide sequence is LITNTIAGV. The MHC is HLA-A24:03 with pseudo-sequence HLA-A24:03. The binding affinity (normalized) is 0.0847. (7) The peptide sequence is ICSSVLKRY. The MHC is HLA-A29:02 with pseudo-sequence HLA-A29:02. The binding affinity (normalized) is 0. (8) The peptide sequence is TAYCPLQHW. The MHC is HLA-B58:01 with pseudo-sequence HLA-B58:01. The binding affinity (normalized) is 0.851. (9) The peptide sequence is YRGEYRQSR. The MHC is HLA-A02:16 with pseudo-sequence HLA-A02:16. The binding affinity (normalized) is 0.0847. (10) The peptide sequence is MLINRFTMR. The MHC is HLA-A33:01 with pseudo-sequence HLA-A33:01. The binding affinity (normalized) is 0.721.